Task: Predict which catalyst facilitates the given reaction.. Dataset: Catalyst prediction with 721,799 reactions and 888 catalyst types from USPTO (1) Reactant: C(OC([NH:11][CH2:12][CH2:13][CH2:14][CH2:15][CH2:16][C:17]([O:19][C:20]([CH3:23])([CH3:22])[CH3:21])=[O:18])=O)C1C=CC=CC=1. Product: [NH2:11][CH2:12][CH2:13][CH2:14][CH2:15][CH2:16][C:17]([O:19][C:20]([CH3:23])([CH3:22])[CH3:21])=[O:18]. The catalyst class is: 43. (2) Reactant: Br(O)(=O)=O.[Br:5][CH2:6][CH2:7][CH2:8][NH2:9].C(N(CC)CC)C.Cl[C:18]([O:20][CH3:21])=[O:19].O. Product: [CH3:21][O:20][C:18](=[O:19])[NH:9][CH2:8][CH2:7][CH2:6][Br:5]. The catalyst class is: 22.